This data is from Forward reaction prediction with 1.9M reactions from USPTO patents (1976-2016). The task is: Predict the product of the given reaction. (1) Given the reactants [CH2:1]([N:8]1[CH:12]=[C:11]([C:13]2[NH:21][C:20]3[C:19](=[O:22])[N:18]([CH2:23][CH2:24][CH3:25])[C:17](Cl)=[N:16][C:15]=3[N:14]=2)[CH:10]=[N:9]1)[C:2]1[CH:7]=[CH:6][CH:5]=[CH:4][CH:3]=1.[CH:27]([N:30](C(C)C)CC)(C)C.FC(F)(F)C1C=CC(CN)=CC=1, predict the reaction product. The product is: [CH2:1]([N:8]1[CH:12]=[C:11]([C:13]2[NH:21][C:20]3[C:19](=[O:22])[N:18]([CH2:23][CH2:24][CH3:25])[C:17]([NH:30][CH3:27])=[N:16][C:15]=3[N:14]=2)[CH:10]=[N:9]1)[C:2]1[CH:7]=[CH:6][CH:5]=[CH:4][CH:3]=1. (2) Given the reactants [CH3:1][C:2]1[CH2:7][CH2:6][CH2:5][C:4]([CH3:9])([CH3:8])[C:3]=1[CH:10]=O.CC1(C)CCCC(C)C1CC[CH2:22][C:23]([OH:25])=[O:24].CC1(C)C(C)CCC1CCCC(O)=O, predict the reaction product. The product is: [CH3:9][C:4]1([CH3:8])[CH2:5][CH2:6][CH2:7][CH:2]([CH3:1])[CH:3]1[CH2:10][CH2:22][C:23]([OH:25])=[O:24]. (3) The product is: [Cl:22][C:23]1[CH:24]=[CH:25][C:26]([CH2:29][O:30][C:31]2[CH:36]=[CH:35][N:34]([C:2]3[CH:7]=[CH:6][C:5]4[C:8]5[CH2:13][CH2:12][N:11]([C:14]([O:16][C:17]([CH3:20])([CH3:19])[CH3:18])=[O:15])[CH2:10][C:9]=5[S:21][C:4]=4[CH:3]=3)[C:33](=[O:37])[CH:32]=2)=[N:27][CH:28]=1. Given the reactants Br[C:2]1[CH:7]=[CH:6][C:5]2[C:8]3[CH2:13][CH2:12][N:11]([C:14]([O:16][C:17]([CH3:20])([CH3:19])[CH3:18])=[O:15])[CH2:10][C:9]=3[S:21][C:4]=2[CH:3]=1.[Cl:22][C:23]1[CH:24]=[CH:25][C:26]([CH2:29][O:30][C:31]2[CH:36]=[CH:35][NH:34][C:33](=[O:37])[CH:32]=2)=[N:27][CH:28]=1, predict the reaction product.